This data is from Forward reaction prediction with 1.9M reactions from USPTO patents (1976-2016). The task is: Predict the product of the given reaction. (1) The product is: [CH2:12]([NH:11][C:8]1[CH:9]=[CH:10][C:5]2[N:6]([C:2]([C:23]3[CH:24]=[CH:25][C:20]([C:18]([NH:17][CH3:16])=[O:19])=[CH:21][CH:22]=3)=[CH:3][N:4]=2)[N:7]=1)[CH2:13][CH2:14][CH3:15]. Given the reactants Br[C:2]1[N:6]2[N:7]=[C:8]([NH:11][CH2:12][CH2:13][CH2:14][CH3:15])[CH:9]=[CH:10][C:5]2=[N:4][CH:3]=1.[CH3:16][NH:17][C:18]([C:20]1[CH:25]=[CH:24][C:23](B(O)O)=[CH:22][CH:21]=1)=[O:19].P([O-])([O-])([O-])=O.[K+].[K+].[K+], predict the reaction product. (2) Given the reactants [O:1]1[CH2:5][CH2:4][CH2:3][CH:2]1[C:6]([OH:8])=O.Cl.CN(C)CCCN=C=NCC.C1C=CC2N(O)N=NC=2C=1.Cl.Cl.[C:33]([C:37]1[CH:42]=[CH:41][CH:40]=[CH:39][C:38]=1[N:43]1[CH2:48][CH2:47][NH:46][CH2:45][CH2:44]1)([CH3:36])([CH3:35])[CH3:34].C(N(CC)CC)C.C(=O)([O-])O.[Na+], predict the reaction product. The product is: [C:33]([C:37]1[CH:42]=[CH:41][CH:40]=[CH:39][C:38]=1[N:43]1[CH2:48][CH2:47][N:46]([C:6]([CH:2]2[CH2:3][CH2:4][CH2:5][O:1]2)=[O:8])[CH2:45][CH2:44]1)([CH3:36])([CH3:34])[CH3:35]. (3) Given the reactants [CH3:1][O:2][C:3](=[O:16])[CH:4]([NH:11][C:12]([O:14][CH3:15])=[O:13])[CH2:5][CH2:6]C(F)(F)F.C(C1C(OC)=NC(CC[O:30][CH2:31][C:32]([F:35])([F:34])[F:33])C(OC)=N1)(C)C, predict the reaction product. The product is: [CH3:1][O:2][C:3](=[O:16])[CH:4]([NH:11][C:12]([O:14][CH3:15])=[O:13])[CH2:5][CH2:6][O:30][CH2:31][C:32]([F:35])([F:34])[F:33]. (4) Given the reactants Cl[C:2]1[N:7]=[C:6]([NH:8][C:9]2[N:14]=[CH:13][C:12]3[N:15]=[C:16]([CH3:21])[N:17]([CH:18]([CH3:20])[CH3:19])[C:11]=3[CH:10]=2)[CH:5]=[CH:4][N:3]=1.Cl.[CH2:23]([O:25][C:26](=[O:39])[C:27]([CH2:31][O:32][C:33](=[O:38])[C:34]([CH3:37])([CH3:36])[CH3:35])([CH3:30])[CH2:28][NH2:29])[CH3:24].C(N(CC)C(C)C)(C)C, predict the reaction product. The product is: [CH2:23]([O:25][C:26](=[O:39])[C:27]([CH2:31][O:32][C:33](=[O:38])[C:34]([CH3:37])([CH3:36])[CH3:35])([CH3:30])[CH2:28][NH:29][C:2]1[N:7]=[C:6]([NH:8][C:9]2[N:14]=[CH:13][C:12]3[N:15]=[C:16]([CH3:21])[N:17]([CH:18]([CH3:20])[CH3:19])[C:11]=3[CH:10]=2)[CH:5]=[CH:4][N:3]=1)[CH3:24]. (5) The product is: [C:5]([Cl:3])(=[O:28])[CH2:6][CH2:7][CH2:8][CH2:9][CH2:10][CH2:11][CH2:12][CH2:13][CH2:14][CH2:15][CH2:16][CH2:17][CH2:18][CH2:19][CH2:20][CH2:21][CH2:22][CH2:23][CH2:24][CH2:25][CH3:26]. Given the reactants S(Cl)([Cl:3])=O.[C:5]([OH:28])(=O)[CH2:6][CH2:7][CH2:8][CH2:9][CH2:10][CH2:11][CH2:12][CH2:13][CH2:14][CH2:15][CH2:16][CH2:17][CH2:18][CH2:19][CH2:20][CH2:21][CH2:22][CH2:23][CH2:24][CH2:25][CH3:26], predict the reaction product. (6) Given the reactants [H-].C([Al+]CC(C)C)C(C)C.[C:11]([C@@H:14]1[CH2:19][CH2:18][C@H:17]([NH:20][C:21](=[O:27])[O:22][C:23]([CH3:26])([CH3:25])[CH3:24])[CH2:16][CH2:15]1)(=[O:13])[CH3:12].C(C(C(C([O-])=O)O)O)([O-])=O.[K+].[Na+], predict the reaction product. The product is: [OH:13][CH:11]([C@@H:14]1[CH2:15][CH2:16][C@H:17]([NH:20][C:21](=[O:27])[O:22][C:23]([CH3:26])([CH3:25])[CH3:24])[CH2:18][CH2:19]1)[CH3:12]. (7) Given the reactants [OH-].[Na+].[F:3][CH2:4][CH2:5][O:6][C:7]1[CH:12]=[CH:11][C:10]([OH:13])=[CH:9][CH:8]=1.[CH2:14]([CH:16]1[O:18][CH2:17]1)Cl.CCOC(C)=O, predict the reaction product. The product is: [F:3][CH2:4][CH2:5][O:6][C:7]1[CH:12]=[CH:11][C:10]([O:13][CH2:14][CH:16]2[CH2:17][O:18]2)=[CH:9][CH:8]=1.